From a dataset of Full USPTO retrosynthesis dataset with 1.9M reactions from patents (1976-2016). Predict the reactants needed to synthesize the given product. (1) The reactants are: [C:1]([O:5][C:6]([NH:8][NH:9][C:10]1[CH:18]=[CH:17][C:13]([C:14]([OH:16])=[O:15])=[CH:12][N:11]=1)=[O:7])([CH3:4])([CH3:3])[CH3:2].ClC1C=C(Cl)C=C(Cl)C=1C(Cl)=O.CCN(C(C)C)C(C)C.[CH2:40]([N:43]1[C:51]2[C:50](=[O:52])[NH:49][C:48]([NH2:53])=[N:47][C:46]=2[N:45]([C@H:54]2[C@H:61]3[C@H:57]([O:58][C:59]([CH3:63])([CH3:62])[O:60]3)[C@@H:56]([CH2:64]O)[O:55]2)[C:44]1=[O:66])[CH:41]=[CH2:42]. Given the product [C:1]([O:5][C:6]([NH:8][NH:9][C:10]1[CH:18]=[CH:17][C:13]([C:14]([O:16][CH2:64][C@@H:56]2[C@@H:57]3[C@@H:61]([O:60][C:59]([CH3:62])([CH3:63])[O:58]3)[C@H:54]([N:45]3[C:44](=[O:66])[N:43]([CH2:40][CH:41]=[CH2:42])[C:51]4[C:50](=[O:52])[NH:49][C:48]([NH2:53])=[N:47][C:46]3=4)[O:55]2)=[O:15])=[CH:12][N:11]=1)=[O:7])([CH3:4])([CH3:2])[CH3:3], predict the reactants needed to synthesize it. (2) Given the product [F:26][C:27]1[CH:28]=[C:29]([O:34][C:5]2[N:10]=[C:9]([C:11]3[CH:16]=[CH:15][C:14]([Cl:17])=[CH:13][C:12]=3[Cl:18])[C:8]([C:19]3[CH:24]=[CH:23][C:22]([Cl:25])=[CH:21][CH:20]=3)=[CH:7][N:6]=2)[CH:30]=[CH:31][C:32]=1[F:33], predict the reactants needed to synthesize it. The reactants are: CS([C:5]1[N:10]=[C:9]([C:11]2[CH:16]=[CH:15][C:14]([Cl:17])=[CH:13][C:12]=2[Cl:18])[C:8]([C:19]2[CH:24]=[CH:23][C:22]([Cl:25])=[CH:21][CH:20]=2)=[CH:7][N:6]=1)(=O)=O.[F:26][C:27]1[CH:28]=[C:29]([OH:34])[CH:30]=[CH:31][C:32]=1[F:33]. (3) The reactants are: [F:1][C:2]1[CH:23]=[C:22]([N+:24]([O-])=O)[CH:21]=[CH:20][C:3]=1[O:4][C:5]1[CH:10]=[CH:9][N:8]=[C:7]2[CH:11]=[C:12]([C:14]3[N:15]([CH3:19])[CH:16]=[CH:17][N:18]=3)[S:13][C:6]=12.[BH4-].[Na+]. Given the product [F:1][C:2]1[CH:23]=[C:22]([NH2:24])[CH:21]=[CH:20][C:3]=1[O:4][C:5]1[CH:10]=[CH:9][N:8]=[C:7]2[CH:11]=[C:12]([C:14]3[N:15]([CH3:19])[CH:16]=[CH:17][N:18]=3)[S:13][C:6]=12, predict the reactants needed to synthesize it. (4) Given the product [O:17]=[C:9]1[N:8]2[CH2:7][CH2:6][N:5]([C:18]([O:20][C:21]([CH3:24])([CH3:22])[CH3:23])=[O:19])[CH2:4][CH:3]2[CH2:2][N:10]1[C:11]1[CH:12]=[N:13][CH:14]=[CH:15][CH:16]=1, predict the reactants needed to synthesize it. The reactants are: O[CH2:2][CH:3]1[N:8]([C:9](=[O:17])[NH:10][C:11]2[CH:12]=[N:13][CH:14]=[CH:15][CH:16]=2)[CH2:7][CH2:6][N:5]([C:18]([O:20][C:21]([CH3:24])([CH3:23])[CH3:22])=[O:19])[CH2:4]1.C1(P(C2C=CC=CC=2)C2C=CC=CC=2)C=CC=CC=1.N(C(OCC)=O)=NC(OCC)=O.C1(C)C=CC=CC=1.O. (5) The reactants are: [CH:1]1([N:7]([CH2:17][CH:18]2[CH2:20][CH2:19]2)[C:8]2[N:13]=[CH:12][N:11]=[C:10]([C:14]([OH:16])=O)[CH:9]=2)[CH2:6][CH2:5][CH2:4][CH2:3][CH2:2]1.[NH:21]1[C:29]2[CH:28]=[CH:27][CH:26]=[C:25]([NH2:30])[C:24]=2[CH:23]=[CH:22]1. Given the product [CH:1]1([N:7]([CH2:17][CH:18]2[CH2:20][CH2:19]2)[C:8]2[N:13]=[CH:12][N:11]=[C:10]([C:14]([NH:30][C:25]3[CH:26]=[CH:27][CH:28]=[C:29]4[C:24]=3[CH:23]=[CH:22][NH:21]4)=[O:16])[CH:9]=2)[CH2:2][CH2:3][CH2:4][CH2:5][CH2:6]1, predict the reactants needed to synthesize it. (6) Given the product [CH3:17][C:18]1[N:23]=[CH:22][N:21]=[C:20]([N:24]2[CH2:29][CH2:28][CH:27]([NH:16][C:14]3[N:13]=[C:9]4[O:10][CH2:11][CH2:12][CH:7]([C:1]5[CH:2]=[CH:3][CH:4]=[CH:5][CH:6]=5)[N:8]4[N:15]=3)[CH2:26][CH2:25]2)[CH:19]=1, predict the reactants needed to synthesize it. The reactants are: [C:1]1([CH:7]2[CH2:12][CH2:11][O:10][C:9]3=[N:13][C:14]([NH2:16])=[N:15][N:8]23)[CH:6]=[CH:5][CH:4]=[CH:3][CH:2]=1.[CH3:17][C:18]1[N:23]=[CH:22][N:21]=[C:20]([N:24]2[CH2:29][CH2:28][C:27](=O)[CH2:26][CH2:25]2)[CH:19]=1.C(Cl)Cl.